This data is from Forward reaction prediction with 1.9M reactions from USPTO patents (1976-2016). The task is: Predict the product of the given reaction. (1) Given the reactants [Br:1][C:2]1[CH:22]=[CH:21][C:5]([O:6][CH2:7][CH:8]2[CH2:13][CH2:12][N:11](C(OC(C)(C)C)=O)[CH2:10][CH2:9]2)=[CH:4][C:3]=1[F:23].[ClH:24].O1CCOCC1, predict the reaction product. The product is: [ClH:24].[Br:1][C:2]1[CH:22]=[CH:21][C:5]([O:6][CH2:7][CH:8]2[CH2:9][CH2:10][NH:11][CH2:12][CH2:13]2)=[CH:4][C:3]=1[F:23]. (2) Given the reactants I[C:2]1[CH:7]=[CH:6][CH:5]=[C:4]([I:8])[CH:3]=1.S1(=O)(=O)[N:13]2[CH2:14][CH2:15][CH2:16][CH2:17][C@H:12]2[CH2:11]O1, predict the reaction product. The product is: [I:8][C:4]1[CH:3]=[C:2]([CH:7]=[CH:6][CH:5]=1)[CH2:11][C@@H:12]1[CH2:17][CH2:16][CH2:15][CH2:14][NH:13]1. (3) Given the reactants [CH:1]1([CH2:7][C:8]2[N:9]=[C:10]([C:25]([NH:27][CH2:28][C:29]([OH:32])([CH3:31])[CH3:30])=[O:26])[S:11][C:12]=2[C:13]2[CH:18]=[CH:17][C:16]([S:19](=[O:22])(=[O:21])[NH2:20])=[C:15]([Cl:23])[C:14]=2[Cl:24])[CH2:6][CH2:5][CH2:4][CH2:3][CH2:2]1.[CH3:33][CH:34]=O.[BH3-]C#N.[Na+], predict the reaction product. The product is: [CH:1]1([CH2:7][C:8]2[N:9]=[C:10]([C:25]([NH:27][CH2:28][C:29]([OH:32])([CH3:30])[CH3:31])=[O:26])[S:11][C:12]=2[C:13]2[CH:18]=[CH:17][C:16]([S:19](=[O:21])(=[O:22])[NH:20][CH2:33][CH3:34])=[C:15]([Cl:23])[C:14]=2[Cl:24])[CH2:2][CH2:3][CH2:4][CH2:5][CH2:6]1. (4) Given the reactants [OH:1][CH2:2][C:3]1[CH:11]=[CH:10][C:9]2[N:8]([CH2:12][C:13]([C:16]3[CH:17]=[N:18][CH:19]=[CH:20][CH:21]=3)(O)[CH3:14])[C:7]3[CH2:22][CH2:23][N:24]([CH3:26])[CH2:25][C:6]=3[C:5]=2[CH:4]=1.C(N(S(F)(F)[F:33])CC)C, predict the reaction product. The product is: [F:33][C:13]([C:16]1[CH:17]=[N:18][CH:19]=[CH:20][CH:21]=1)([CH3:14])[CH2:12][N:8]1[C:9]2[CH:10]=[CH:11][C:3]([CH2:2][OH:1])=[CH:4][C:5]=2[C:6]2[CH2:25][N:24]([CH3:26])[CH2:23][CH2:22][C:7]1=2.